From a dataset of NCI-60 drug combinations with 297,098 pairs across 59 cell lines. Regression. Given two drug SMILES strings and cell line genomic features, predict the synergy score measuring deviation from expected non-interaction effect. (1) Drug 1: C1CC(=O)NC(=O)C1N2CC3=C(C2=O)C=CC=C3N. Drug 2: CC1=C(C(=CC=C1)Cl)NC(=O)C2=CN=C(S2)NC3=CC(=NC(=N3)C)N4CCN(CC4)CCO. Cell line: OVCAR-5. Synergy scores: CSS=10.5, Synergy_ZIP=-0.804, Synergy_Bliss=2.28, Synergy_Loewe=-9.59, Synergy_HSA=-0.412. (2) Drug 1: C1=CC(=CC=C1CCCC(=O)O)N(CCCl)CCCl. Drug 2: C1C(C(OC1N2C=NC3=C(N=C(N=C32)Cl)N)CO)O. Cell line: RXF 393. Synergy scores: CSS=17.9, Synergy_ZIP=-6.17, Synergy_Bliss=0.295, Synergy_Loewe=-2.01, Synergy_HSA=1.62. (3) Drug 1: C1CCC(CC1)NC(=O)N(CCCl)N=O. Drug 2: CC12CCC3C(C1CCC2O)C(CC4=C3C=CC(=C4)O)CCCCCCCCCS(=O)CCCC(C(F)(F)F)(F)F. Cell line: SK-MEL-2. Synergy scores: CSS=4.57, Synergy_ZIP=-5.79, Synergy_Bliss=-2.08, Synergy_Loewe=-4.14, Synergy_HSA=-3.23. (4) Drug 1: C1=CC(=CC=C1CC(C(=O)O)N)N(CCCl)CCCl.Cl. Drug 2: C1CC(C1)(C(=O)O)C(=O)O.[NH2-].[NH2-].[Pt+2]. Cell line: NCI-H522. Synergy scores: CSS=25.1, Synergy_ZIP=-9.12, Synergy_Bliss=-5.29, Synergy_Loewe=-3.98, Synergy_HSA=-2.31. (5) Drug 1: C1=CC(=C2C(=C1NCCNCCO)C(=O)C3=C(C=CC(=C3C2=O)O)O)NCCNCCO. Drug 2: CCCCC(=O)OCC(=O)C1(CC(C2=C(C1)C(=C3C(=C2O)C(=O)C4=C(C3=O)C=CC=C4OC)O)OC5CC(C(C(O5)C)O)NC(=O)C(F)(F)F)O. Cell line: SNB-19. Synergy scores: CSS=27.3, Synergy_ZIP=-6.07, Synergy_Bliss=-10.1, Synergy_Loewe=-11.9, Synergy_HSA=-8.45. (6) Drug 1: CC1C(C(CC(O1)OC2CC(OC(C2O)C)OC3=CC4=CC5=C(C(=O)C(C(C5)C(C(=O)C(C(C)O)O)OC)OC6CC(C(C(O6)C)O)OC7CC(C(C(O7)C)O)OC8CC(C(C(O8)C)O)(C)O)C(=C4C(=C3C)O)O)O)O. Drug 2: CS(=O)(=O)OCCCCOS(=O)(=O)C. Cell line: MDA-MB-435. Synergy scores: CSS=22.3, Synergy_ZIP=0.444, Synergy_Bliss=-2.03, Synergy_Loewe=-66.1, Synergy_HSA=-2.87. (7) Drug 1: CN(CC1=CN=C2C(=N1)C(=NC(=N2)N)N)C3=CC=C(C=C3)C(=O)NC(CCC(=O)O)C(=O)O. Drug 2: COC1=NC(=NC2=C1N=CN2C3C(C(C(O3)CO)O)O)N. Cell line: M14. Synergy scores: CSS=0.512, Synergy_ZIP=1.39, Synergy_Bliss=3.34, Synergy_Loewe=-1.73, Synergy_HSA=-1.73.